This data is from Choline transporter screen with 302,306 compounds. The task is: Binary Classification. Given a drug SMILES string, predict its activity (active/inactive) in a high-throughput screening assay against a specified biological target. (1) The molecule is S(=O)(=O)(N1CCOCC1)c1cc(c(OC)cc1)C(=O)Nc1nocc1. The result is 0 (inactive). (2) The molecule is OC1(CCCCC1)C#Cc1ccc(C(=O)N2CCN(CC2)C(OCC)=O)cc1. The result is 0 (inactive). (3) The molecule is s1c2c(CCCC2)c(c1)c1sc2n(n1)c(nn2)c1ccccc1. The result is 0 (inactive). (4) The drug is S([O-])(=O)(=O)c1oc(/C=N\NC(=O)COc2ccc(C(CC(C)(C)C)(C)C)cc2)cc1. The result is 0 (inactive). (5) The result is 0 (inactive). The compound is Clc1cc(c(OCC)cc1)CSc1[nH]ncn1. (6) The molecule is O=C(Nc1cc(c(NC(=O)c2ccccc2)cc1OC)C)CC(CC(O)=O)c1ccccc1. The result is 0 (inactive). (7) The compound is s1c(ccc1)/C=N\NC(=O)CNC(=O)COc1cc(ccc1)C. The result is 0 (inactive). (8) The compound is Clc1c(CC(=O)Nc2c(N3CCCCC3)cccc2)c(F)ccc1. The result is 0 (inactive). (9) The drug is O1C(CC(CC1)CNc1ccc(OCC)cc1)(C)C. The result is 0 (inactive). (10) The molecule is O=C(N(C(C)C)Cc1cc2c([nH]c1=O)cccc2)C(C)C. The result is 0 (inactive).